This data is from Peptide-MHC class II binding affinity with 134,281 pairs from IEDB. The task is: Regression. Given a peptide amino acid sequence and an MHC pseudo amino acid sequence, predict their binding affinity value. This is MHC class II binding data. The peptide sequence is VTVDAAVLAAIDADA. The MHC is HLA-DPA10201-DPB11401 with pseudo-sequence HLA-DPA10201-DPB11401. The binding affinity (normalized) is 0.186.